Dataset: hERG potassium channel inhibition data for cardiac toxicity prediction from Karim et al.. Task: Regression/Classification. Given a drug SMILES string, predict its toxicity properties. Task type varies by dataset: regression for continuous values (e.g., LD50, hERG inhibition percentage) or binary classification for toxic/non-toxic outcomes (e.g., AMES mutagenicity, cardiotoxicity, hepatotoxicity). Dataset: herg_karim. (1) The drug is CN(C)C(=O)[C@H]1CC2(CCN(c3cc(N)ccn3)CC2)c2ccccc21. The result is 1 (blocker). (2) The compound is Cc1ncoc1-c1nnc(SCCCN2CCC3(c4ccccc4)CC3C2)n1C. The result is 1 (blocker). (3) The drug is Cc1ccc(-n2[nH]c(C)c(N=Nc3cccc(-c4cccc(C(=O)O)c4)c3O)c2=O)cc1C. The result is 0 (non-blocker).